From a dataset of Reaction yield outcomes from USPTO patents with 853,638 reactions. Predict the reaction yield, written as a fraction of the theoretical maximum amount of product (1.0 means a 100% yield; for example, 0.34 means a 34% yield). (1) The reactants are [F:1][C:2]1[CH:19]=[CH:18][C:5]([O:6][C:7]2[N:12]=[CH:11][C:10]([CH2:13][C:14](Cl)=[N:15][OH:16])=[CH:9][CH:8]=2)=[CH:4][CH:3]=1.O1CCCC1.[C:25]([C:27]1[C:28]([NH2:34])=[N:29][C:30]([NH2:33])=[CH:31][CH:32]=1)#[CH:26].C(N(CC)CC)C. The catalyst is O. The product is [F:1][C:2]1[CH:19]=[CH:18][C:5]([O:6][C:7]2[N:12]=[CH:11][C:10]([CH2:13][C:14]3[CH:26]=[C:25]([C:27]4[C:28]([NH2:34])=[N:29][C:30]([NH2:33])=[CH:31][CH:32]=4)[O:16][N:15]=3)=[CH:9][CH:8]=2)=[CH:4][CH:3]=1. The yield is 0.380. (2) The reactants are [OH-].[Na+].[CH:3]1([C:6]([CH:57]2[CH2:59][CH2:58]2)=[CH:7][CH2:8][NH:9][C@:10]23[CH2:53][CH2:52][C@@H:51]([C:54]([CH3:56])=[CH2:55])[C@@H:11]2[C@@H:12]2[C@@:25]([CH3:28])([CH2:26][CH2:27]3)[C@@:24]3([CH3:29])[C@@H:15]([C@:16]4([CH3:50])[C@@H:21]([CH2:22][CH2:23]3)[C:20]([CH3:31])([CH3:30])[C:19]([C:32]3[CH2:37][CH2:36][C@@:35]([CH2:48][F:49])([C:38]([O:40]CC5C=CC=CC=5)=[O:39])[CH2:34][CH:33]=3)=[CH:18][CH2:17]4)[CH2:14][CH2:13]2)[CH2:5][CH2:4]1. The catalyst is O1CCOCC1.C(O)C. The product is [CH:57]1([C:6]([CH:3]2[CH2:4][CH2:5]2)=[CH:7][CH2:8][NH:9][C@:10]23[CH2:53][CH2:52][C@@H:51]([C:54]([CH3:56])=[CH2:55])[C@@H:11]2[C@@H:12]2[C@@:25]([CH3:28])([CH2:26][CH2:27]3)[C@@:24]3([CH3:29])[C@@H:15]([C@:16]4([CH3:50])[C@@H:21]([CH2:22][CH2:23]3)[C:20]([CH3:31])([CH3:30])[C:19]([C:32]3[CH2:37][CH2:36][C@@:35]([CH2:48][F:49])([C:38]([OH:40])=[O:39])[CH2:34][CH:33]=3)=[CH:18][CH2:17]4)[CH2:14][CH2:13]2)[CH2:58][CH2:59]1. The yield is 0.0330. (3) The reactants are [CH:1]1([C@@H:4]([NH:13][C@@H:14]([C:16]2[CH:21]=[CH:20][CH:19]=[CH:18][CH:17]=2)[CH3:15])[C:5]([OH:12])([CH2:9]C=C)[CH2:6][CH:7]=[CH2:8])[CH2:3][CH2:2]1. The catalyst is C1(C)C=CC=CC=1.Cl[Ru](=C1N(C2C(C)=CC(C)=CC=2C)CCN1C1C(C)=CC(C)=CC=1C)(Cl)(=CC1C=CC=CC=1)[P](C1CCCCC1)(C1CCCCC1)C1CCCCC1. The product is [CH:1]1([C@@H:4]([NH:13][C@@H:14]([C:16]2[CH:21]=[CH:20][CH:19]=[CH:18][CH:17]=2)[CH3:15])[C:5]2([OH:12])[CH2:6][CH:7]=[CH:8][CH2:9]2)[CH2:2][CH2:3]1. The yield is 0.400.